This data is from Reaction yield outcomes from USPTO patents with 853,638 reactions. The task is: Predict the reaction yield, written as a fraction of the theoretical maximum amount of product (1.0 means a 100% yield; for example, 0.34 means a 34% yield). (1) The reactants are [C:1]([CH:3]=[C:4]1[CH2:7][N:6]([C:8]([O:10][C:11]([CH3:14])([CH3:13])[CH3:12])=[O:9])[CH2:5]1)#[N:2]. The catalyst is CO.O1CCOCC1.[C].[Pd]. The product is [C:1]([CH2:3][CH:4]1[CH2:7][N:6]([C:8]([O:10][C:11]([CH3:14])([CH3:13])[CH3:12])=[O:9])[CH2:5]1)#[N:2]. The yield is 0.790. (2) The reactants are [Br:1][C:2]1[C:3]([CH3:18])=[C:4]([NH:11]C(=O)C(F)(F)F)[C:5]([N+:8]([O-:10])=[O:9])=[CH:6][CH:7]=1.C(=O)([O-])[O-].[K+].[K+].O. The catalyst is CO.Cl. The product is [Br:1][C:2]1[C:3]([CH3:18])=[C:4]([C:5]([N+:8]([O-:10])=[O:9])=[CH:6][CH:7]=1)[NH2:11]. The yield is 0.620. (3) The reactants are [C:1](Cl)(=[O:3])[CH3:2].[NH2:5][C:6]1[CH:23]=[CH:22][C:9]([C:10]([C:12]2[CH:20]=[C:19]3[C:15]([CH2:16][C:17](=[O:21])[NH:18]3)=[CH:14][CH:13]=2)=[O:11])=[CH:8][CH:7]=1. The catalyst is C1COCC1. The product is [O:21]=[C:17]1[CH2:16][C:15]2[C:19](=[CH:20][C:12]([C:10]([C:9]3[CH:8]=[CH:7][C:6]([NH:5][C:1](=[O:3])[CH3:2])=[CH:23][CH:22]=3)=[O:11])=[CH:13][CH:14]=2)[NH:18]1. The yield is 0.990. (4) The reactants are [Cl:1][C:2]1[CH:3]=[CH:4][C:5]([OH:23])=[C:6]([C:8]2[CH:13]=[CH:12][N:11]=[C:10]([C:14]([NH:16][CH2:17][CH2:18][C:19]([O:21][CH3:22])=[O:20])=[O:15])[CH:9]=2)[CH:7]=1.C([O-])([O-])=O.[K+].[K+].[Cl:30][C:31]1[C:32](F)=[CH:33][C:34]([F:57])=[C:35]([S:37]([N:40]([CH2:46][C:47]2[CH:52]=[CH:51][C:50]([O:53][CH3:54])=[CH:49][C:48]=2[O:55][CH3:56])[C:41]2[S:45][N:44]=[CH:43][N:42]=2)(=[O:39])=[O:38])[CH:36]=1.O. The catalyst is CN(C=O)C. The product is [CH3:22][O:21][C:19](=[O:20])[CH2:18][CH2:17][NH:16][C:14](=[O:15])[C:10]1[CH:9]=[C:8]([C:6]2[CH:7]=[C:2]([Cl:1])[CH:3]=[CH:4][C:5]=2[O:23][C:32]2[CH:33]=[C:34]([F:57])[C:35]([S:37](=[O:38])(=[O:39])[N:40]([CH2:46][C:47]3[CH:52]=[CH:51][C:50]([O:53][CH3:54])=[CH:49][C:48]=3[O:55][CH3:56])[C:41]3[S:45][N:44]=[CH:43][N:42]=3)=[CH:36][C:31]=2[Cl:30])[CH:13]=[CH:12][N:11]=1. The yield is 0.600.